From a dataset of Catalyst prediction with 721,799 reactions and 888 catalyst types from USPTO. Predict which catalyst facilitates the given reaction. (1) Reactant: [OH:1][CH2:2][CH:3]1[CH2:8][N:7]2[N:9]=[C:10]([I:17])[C:11]([C:12]([O:14][CH2:15][CH3:16])=[O:13])=[C:6]2[C:5](=[O:18])[NH:4]1.N1C=CN=C1.[CH3:24][C:25]([Si:28](Cl)([CH3:30])[CH3:29])([CH3:27])[CH3:26]. Product: [Si:28]([O:1][CH2:2][CH:3]1[CH2:8][N:7]2[N:9]=[C:10]([I:17])[C:11]([C:12]([O:14][CH2:15][CH3:16])=[O:13])=[C:6]2[C:5](=[O:18])[NH:4]1)([C:25]([CH3:27])([CH3:26])[CH3:24])([CH3:30])[CH3:29]. The catalyst class is: 808. (2) Reactant: [F:1][C:2]1[CH:9]=[C:8]([F:10])[CH:7]=[CH:6][C:3]=1[CH:4]=[O:5].[CH2:11](O)[CH2:12][OH:13].C1(C)C=CC(S(O)(=O)=O)=CC=1. Product: [F:1][C:2]1[CH:9]=[C:8]([F:10])[CH:7]=[CH:6][C:3]=1[CH:4]1[O:13][CH2:12][CH2:11][O:5]1. The catalyst class is: 11. (3) Reactant: [Cl:1][C:2]1[CH:7]=[CH:6][C:5]([CH:8]([OH:13])[C:9]([F:12])([F:11])[F:10])=[C:4]([N:14]2[CH:18]=[CH:17][C:16]([CH3:19])=[N:15]2)[CH:3]=1.[NH2:20][C:21]1[N:26]=[C:25]([C:27]2[CH:32]=[CH:31][C:30]([CH2:33][C@H:34]([NH:38]C(OC(C)(C)C)=O)[C:35]([OH:37])=[O:36])=[CH:29][CH:28]=2)[CH:24]=[C:23](Cl)[N:22]=1.O1CCOCC1.C([O-])([O-])=O.[Cs+].[Cs+]. Product: [NH2:38][C@@H:34]([CH2:33][C:30]1[CH:31]=[CH:32][C:27]([C:25]2[CH:24]=[C:23]([O:13][CH:8]([C:5]3[CH:6]=[CH:7][C:2]([Cl:1])=[CH:3][C:4]=3[N:14]3[CH:18]=[CH:17][C:16]([CH3:19])=[N:15]3)[C:9]([F:12])([F:11])[F:10])[N:22]=[C:21]([NH2:20])[N:26]=2)=[CH:28][CH:29]=1)[C:35]([OH:37])=[O:36]. The catalyst class is: 1. (4) Product: [Cl:40][C:34]1[C:35]([F:39])=[CH:36][CH:37]=[CH:38][C:33]=1[CH2:32][NH:31][C:29](=[O:30])[N:28]([C@H:10]([CH2:9][OH:8])[CH2:11][CH2:12][C:13]([N:15]1[CH2:20][CH2:19][N:18]([C:21]([O:23][C:24]([CH3:25])([CH3:26])[CH3:27])=[O:22])[CH2:17][CH2:16]1)=[O:14])[CH3:41]. The catalyst class is: 5. Reactant: [Si]([O:8][CH2:9][C@@H:10]([N:28]([CH3:41])[C:29]([NH:31][CH2:32][C:33]1[CH:38]=[CH:37][CH:36]=[C:35]([F:39])[C:34]=1[Cl:40])=[O:30])[CH2:11][CH2:12][C:13]([N:15]1[CH2:20][CH2:19][N:18]([C:21]([O:23][C:24]([CH3:27])([CH3:26])[CH3:25])=[O:22])[CH2:17][CH2:16]1)=[O:14])(C(C)(C)C)(C)C.Cl.C([O-])(O)=O.[Na+]. (5) Reactant: [CH3:1][C:2]1[CH:7]=[C:6]([S:8][C@@H:9]([C:14]2[CH:19]=[CH:18][C:17]([C:20]3[CH:25]=[CH:24][C:23]([C:26]([F:29])([F:28])[F:27])=[CH:22][CH:21]=3)=[CH:16][CH:15]=2)[CH2:10][CH2:11][CH2:12][CH3:13])[CH:5]=[CH:4][C:3]=1[O:30][CH2:31][C:32]([O:34]CC)=[O:33].[OH-].[Na+].Cl. Product: [CH3:1][C:2]1[CH:7]=[C:6]([S:8][C@@H:9]([C:14]2[CH:15]=[CH:16][C:17]([C:20]3[CH:25]=[CH:24][C:23]([C:26]([F:29])([F:27])[F:28])=[CH:22][CH:21]=3)=[CH:18][CH:19]=2)[CH2:10][CH2:11][CH2:12][CH3:13])[CH:5]=[CH:4][C:3]=1[O:30][CH2:31][C:32]([OH:34])=[O:33]. The catalyst class is: 36. (6) Reactant: Cl.[Cl:2][C:3]1[CH:33]=[CH:32][C:6]([C:7]([N:9]2[CH2:13][CH2:12][CH:11]([NH:14][C:15]3[S:16][CH:17]=[C:18](/[CH:20]=[CH:21]/[C:22]([NH:24][O:25]C4CCCCO4)=[O:23])[N:19]=3)[CH2:10]2)=[O:8])=[CH:5][CH:4]=1.C(OCC)C. Product: [ClH:2].[Cl:2][C:3]1[CH:4]=[CH:5][C:6]([C:7]([N:9]2[CH2:13][CH2:12][CH:11]([NH:14][C:15]3[S:16][CH:17]=[C:18](/[CH:20]=[CH:21]/[C:22]([NH:24][OH:25])=[O:23])[N:19]=3)[CH2:10]2)=[O:8])=[CH:32][CH:33]=1. The catalyst class is: 5. (7) Reactant: [NH2:1][C@H:2]([C:6]1[CH:11]=[CH:10][C:9]([Cl:12])=[CH:8][CH:7]=1)[CH2:3][CH2:4][OH:5].[C:13]([O:17][C:18]([N:20]1[CH2:25][CH2:24][C:23]([NH:29][C:30]([O:32][C:33]([CH3:36])([CH3:35])[CH3:34])=[O:31])([C:26](O)=[O:27])[CH2:22][CH2:21]1)=[O:19])([CH3:16])([CH3:15])[CH3:14].CCN(C(C)C)C(C)C.F[P-](F)(F)(F)(F)F.N1(OC(N(C)C)=[N+](C)C)C2N=CC=CC=2N=N1. Product: [C:33]([O:32][C:30]([NH:29][C:23]1([C:26](=[O:27])[NH:1][C@H:2]([C:6]2[CH:7]=[CH:8][C:9]([Cl:12])=[CH:10][CH:11]=2)[CH2:3][CH2:4][OH:5])[CH2:22][CH2:21][N:20]([C:18]([O:17][C:13]([CH3:16])([CH3:15])[CH3:14])=[O:19])[CH2:25][CH2:24]1)=[O:31])([CH3:36])([CH3:35])[CH3:34]. The catalyst class is: 44. (8) Product: [CH3:21][C:20]1([CH2:15][O:17][C:2]2[CH:3]=[C:4]([CH:7]=[CH:8][C:9]=2[C:10]([F:13])([F:12])[F:11])[C:5]#[N:6])[O:22][CH2:25][CH2:24][O:23]1. Reactant: F[C:2]1[CH:3]=[C:4]([CH:7]=[CH:8][C:9]=1[C:10]([F:13])([F:12])[F:11])[C:5]#[N:6].C[C:15](C)([O-:17])C.[K+].[C:20]([O:23][CH2:24][CH3:25])(=[O:22])[CH3:21].[Cl-].[NH4+]. The catalyst class is: 7. (9) Reactant: [OH:1][C@@H:2]1[CH2:7][CH2:6][C@H:5]([NH:8][C:9]([CH:11]2[CH2:16][CH2:15][C:14]([C:17]3[CH:22]=[CH:21][CH:20]=[CH:19][C:18]=3[CH3:23])=[CH:13][CH2:12]2)=[O:10])[CH2:4][CH2:3]1. Product: [OH:1][C@@H:2]1[CH2:3][CH2:4][C@H:5]([NH:8][C:9]([CH:11]2[CH2:12][CH2:13][CH:14]([C:17]3[CH:22]=[CH:21][CH:20]=[CH:19][C:18]=3[CH3:23])[CH2:15][CH2:16]2)=[O:10])[CH2:6][CH2:7]1. The catalyst class is: 43. (10) Reactant: [CH2:1]([O:3][C:4](=[O:19])[C:5]([C:17]#[N:18])=[CH:6][C:7]1[C:16]2[C:11](=[CH:12][CH:13]=[CH:14][CH:15]=2)[CH:10]=[CH:9][CH:8]=1)[CH3:2]. Product: [C:17]([CH:5]([CH:6]([C:7]1[C:16]2[C:11](=[CH:12][CH:13]=[CH:14][CH:15]=2)[CH:10]=[CH:9][CH:8]=1)[C:7]1[CH:16]=[CH:11][CH:10]=[CH:9][CH:8]=1)[C:4]([O:3][CH2:1][CH3:2])=[O:19])#[N:18]. The catalyst class is: 1.